From a dataset of Catalyst prediction with 721,799 reactions and 888 catalyst types from USPTO. Predict which catalyst facilitates the given reaction. Reactant: [Br:1][C:2]1[CH:7]=[C:6]([N+:8]([O-:10])=[O:9])[CH:5]=[CH:4][C:3]=1F.[F:12][C:13]1[CH:18]=[C:17]([F:19])[CH:16]=[CH:15][C:14]=1[OH:20].C(=O)([O-])[O-].[Cs+].[Cs+].O. Product: [Br:1][C:2]1[CH:7]=[C:6]([N+:8]([O-:10])=[O:9])[CH:5]=[CH:4][C:3]=1[O:20][C:14]1[CH:15]=[CH:16][C:17]([F:19])=[CH:18][C:13]=1[F:12]. The catalyst class is: 550.